From a dataset of Catalyst prediction with 721,799 reactions and 888 catalyst types from USPTO. Predict which catalyst facilitates the given reaction. (1) Reactant: [N+:1]([C:4]1[C:5]([CH2:14][NH:15]S(C(C)(C)C)=O)=[CH:6][CH:7]=[C:8]2[C:13]=1[N:12]=[CH:11][CH:10]=[CH:9]2)([O-:3])=[O:2].[ClH:22].O1CCOCC1. Product: [N+:1]([C:4]1[C:5]([CH2:14][NH2:15])=[CH:6][CH:7]=[C:8]2[C:13]=1[N:12]=[CH:11][CH:10]=[CH:9]2)([O-:3])=[O:2].[ClH:22]. The catalyst class is: 5. (2) Reactant: Cl.[CH2:2]([O:4][C:5](=[O:9])[C@H:6]([CH3:8])[NH2:7])[CH3:3].C(N(CC)CC)C.[CH:17]1([C:20](Cl)=[O:21])[CH2:19][CH2:18]1.C(=O)(O)[O-].[Na+]. Product: [CH2:2]([O:4][C:5](=[O:9])[CH:6]([NH:7][C:20]([CH:17]1[CH2:19][CH2:18]1)=[O:21])[CH3:8])[CH3:3]. The catalyst class is: 4. (3) Product: [CH:14]1([N:5]2[C:6]3[C:11](=[CH:10][CH:9]=[C:8]([O:12][CH3:13])[CH:7]=3)[CH2:2][C:3]2=[O:4])[CH2:16][CH2:15]1. The catalyst class is: 222. Reactant: Cl[CH2:2][C:3]([N:5]([CH:14]1[CH2:16][CH2:15]1)[C:6]1[CH:11]=[CH:10][CH:9]=[C:8]([O:12][CH3:13])[CH:7]=1)=[O:4].CCN(CC)CC.C1(C2C=CC=CC=2)C=CC=CC=1P(C(C)(C)C)C(C)(C)C. (4) Reactant: [NH2:1][C:2]1[CH:7]=[CH:6][C:5]([SH:8])=[CH:4][CH:3]=1.[OH-].[Na+].[CH2:11](Br)[C:12]1[CH:17]=[CH:16][CH:15]=[CH:14][CH:13]=1. Product: [CH2:11]([S:8][C:5]1[CH:6]=[CH:7][C:2]([NH2:1])=[CH:3][CH:4]=1)[C:12]1[CH:17]=[CH:16][CH:15]=[CH:14][CH:13]=1. The catalyst class is: 5. (5) Reactant: C([N:8]1[CH2:15][CH:14]([C:16]([O:18][CH2:19][CH3:20])=[O:17])[CH2:13][C:9]21[CH2:12][O:11][CH2:10]2)C1C=CC=CC=1.FC(F)(F)C(O)=O. The catalyst class is: 261. Product: [CH2:10]1[C:9]2([CH2:13][CH:14]([C:16]([O:18][CH2:19][CH3:20])=[O:17])[CH2:15][NH:8]2)[CH2:12][O:11]1. (6) Reactant: [CH3:1][N:2]1[C:14]2[CH2:13][CH2:12][CH2:11][C:10](=[O:15])[C:9]=2[C:8]2[C:3]1=[CH:4][CH:5]=[CH:6][CH:7]=2.[CH2:16]=O.Cl. Product: [CH3:1][N:2]1[C:14]2[CH2:13][CH2:12][C:11](=[CH2:16])[C:10](=[O:15])[C:9]=2[C:8]2[C:3]1=[CH:4][CH:5]=[CH:6][CH:7]=2. The catalyst class is: 3. (7) Reactant: CC1(C)C(C)(C)OB([C:9]2[CH2:14][CH2:13][CH:12]([O:15][CH2:16][CH:17]3[CH2:22][CH2:21][N:20]([C:23]([O:25][C:26]([CH3:29])([CH3:28])[CH3:27])=[O:24])[CH2:19][CH2:18]3)[CH2:11][CH:10]=2)O1.FC(F)(F)S(O[C:37]1[C:38]([CH3:47])=[N:39][C:40]([S:43]([CH3:46])(=[O:45])=[O:44])=[CH:41][CH:42]=1)(=O)=O.C(=O)([O-])[O-].[Na+].[Na+].CC#N.O. Product: [CH3:47][C:38]1[C:37]([C:9]2[CH2:14][CH2:13][CH:12]([O:15][CH2:16][CH:17]3[CH2:18][CH2:19][N:20]([C:23]([O:25][C:26]([CH3:29])([CH3:27])[CH3:28])=[O:24])[CH2:21][CH2:22]3)[CH2:11][CH:10]=2)=[CH:42][CH:41]=[C:40]([S:43]([CH3:46])(=[O:45])=[O:44])[N:39]=1. The catalyst class is: 3.